This data is from Catalyst prediction with 721,799 reactions and 888 catalyst types from USPTO. The task is: Predict which catalyst facilitates the given reaction. (1) Reactant: [CH:1]1([C:6]([OH:19])([CH2:9][C:10]([CH3:18])([C:12]2[CH:17]=[CH:16][CH:15]=[CH:14][CH:13]=2)[CH3:11])[CH2:7][OH:8])[CH2:5][CH2:4][CH2:3][CH2:2]1.CS(C)=O. Product: [CH:1]1([C:6]([OH:19])([CH2:9][C:10]([CH3:11])([C:12]2[CH:13]=[CH:14][CH:15]=[CH:16][CH:17]=2)[CH3:18])[CH:7]=[O:8])[CH2:2][CH2:3][CH2:4][CH2:5]1. The catalyst class is: 66. (2) Reactant: [CH3:1][NH:2][S:3]([CH2:6][CH2:7][C:8]1[CH:9]=[C:10]2[C:14](=[CH:15][CH:16]=1)[N:13]([CH2:17][C:18]1[CH:23]=[CH:22][CH:21]=[CH:20][CH:19]=1)[CH:12]=[CH:11]2)(=[O:5])=[O:4].[CH3:24][N:25]1[CH2:30][CH2:29][C:28](=O)[CH2:27][CH2:26]1.[OH-].[K+].O. Product: [CH3:1][NH:2][S:3]([CH2:6][CH2:7][C:8]1[CH:9]=[C:10]2[C:14](=[CH:15][CH:16]=1)[N:13]([CH2:17][C:18]1[CH:23]=[CH:22][CH:21]=[CH:20][CH:19]=1)[CH:12]=[C:11]2[C:28]1[CH2:29][CH2:30][N:25]([CH3:24])[CH2:26][CH:27]=1)(=[O:5])=[O:4]. The catalyst class is: 5.